Dataset: Full USPTO retrosynthesis dataset with 1.9M reactions from patents (1976-2016). Task: Predict the reactants needed to synthesize the given product. (1) Given the product [Br:1][C:2]1[CH:3]=[C:4]2[C:5](=[C:6]([O:8][CH3:9])[N:7]=1)[NH:10][C@@H:14]([CH:11]1[CH2:12][CH2:13]1)[C@H:42]([CH3:43])[C@H:41]2[NH:44][C:45](=[O:54])[O:46][CH2:47][C:48]1[CH:49]=[CH:50][CH:51]=[CH:52][CH:53]=1, predict the reactants needed to synthesize it. The reactants are: [Br:1][C:2]1[N:7]=[C:6]([O:8][CH3:9])[C:5]([NH2:10])=[CH:4][CH:3]=1.[CH:11]1([CH:14]=O)[CH2:13][CH2:12]1.[O-]S(C(F)(F)F)(=O)=O.[Yb+3].[O-]S(C(F)(F)F)(=O)=O.[O-]S(C(F)(F)F)(=O)=O.[CH:41](/[NH:44][C:45](=[O:54])[O:46][CH2:47][C:48]1[CH:53]=[CH:52][CH:51]=[CH:50][CH:49]=1)=[CH:42]\[CH3:43]. (2) Given the product [CH3:15][O:14][C:11]1[CH:10]=[C:9]2[C:8](=[CH:13][CH:12]=1)[NH:7][C:17]([CH:18]1[CH2:19][CH2:21]1)=[CH:16]2, predict the reactants needed to synthesize it. The reactants are: C(OC(=O)[NH:7][C:8]1[CH:13]=[CH:12][C:11]([O:14][CH3:15])=[CH:10][C:9]=1[CH2:16][C:17](=O)[CH2:18][CH:19]1[CH2:21]C1)(C)(C)C.FC(F)(F)C(O)=O.O. (3) Given the product [CH3:38][C:33]1([CH3:39])[C:34]([CH3:37])([CH3:36])[O:35][B:31]([C:8]2[CH:13]=[CH:12][C:11]([C:14]([C:16]3[C:25]([CH3:26])=[CH:24][C:23]4[C:22]([CH3:28])([CH3:27])[CH2:21][CH2:20][C:19]([CH3:30])([CH3:29])[C:18]=4[CH:17]=3)=[CH2:15])=[CH:10][CH:9]=2)[O:32]1, predict the reactants needed to synthesize it. The reactants are: O1CCOCC1.I[C:8]1[CH:13]=[CH:12][C:11]([C:14]([C:16]2[CH:17]=[C:18]3[C:23](=[CH:24][C:25]=2[CH3:26])[C:22]([CH3:28])([CH3:27])[CH2:21][CH2:20][C:19]3([CH3:30])[CH3:29])=[CH2:15])=[CH:10][CH:9]=1.[B:31]1([B:31]2[O:35][C:34]([CH3:37])([CH3:36])[C:33]([CH3:39])([CH3:38])[O:32]2)[O:35][C:34]([CH3:37])([CH3:36])[C:33]([CH3:39])([CH3:38])[O:32]1.C([O-])(=O)C.[K+].